This data is from Forward reaction prediction with 1.9M reactions from USPTO patents (1976-2016). The task is: Predict the product of the given reaction. (1) Given the reactants [NH:1]([C:54]([O:56][C:57]([CH3:60])([CH3:59])[CH3:58])=[O:55])[C@H:2]([C:13]([N:15]1[CH2:53][CH2:52][CH2:51][C@H:16]1[C:17]([NH:19][C@H:20]([C:22]([NH:24][C@H:25]([C:41]([O:43]CC1C=CC=CC=1)=[O:42])[CH2:26][CH2:27][CH2:28][CH2:29][NH:30][C:31]([O:33][CH2:34][C:35]1[CH:40]=[CH:39][CH:38]=[CH:37][CH:36]=1)=[O:32])=[O:23])[CH3:21])=[O:18])=[O:14])[CH2:3][CH2:4][CH2:5][NH:6][C:7](=[NH:12])[NH:8][N+:9]([O-:11])=[O:10].[OH-].[Na+].Cl, predict the reaction product. The product is: [NH:1]([C:54]([O:56][C:57]([CH3:58])([CH3:60])[CH3:59])=[O:55])[C@H:2]([C:13]([N:15]1[CH2:53][CH2:52][CH2:51][C@H:16]1[C:17]([NH:19][C@H:20]([C:22]([NH:24][C@H:25]([C:41]([OH:43])=[O:42])[CH2:26][CH2:27][CH2:28][CH2:29][NH:30][C:31]([O:33][CH2:34][C:35]1[CH:36]=[CH:37][CH:38]=[CH:39][CH:40]=1)=[O:32])=[O:23])[CH3:21])=[O:18])=[O:14])[CH2:3][CH2:4][CH2:5][NH:6][C:7](=[NH:12])[NH:8][N+:9]([O-:11])=[O:10]. (2) Given the reactants Br[C:2]1[CH:3]=[C:4]2[C:9](=[CH:10][CH:11]=1)[C:8](=[O:12])[CH2:7][CH:6]([CH3:13])[CH2:5]2.CC(CC1C=CC=CC=1)CC(O)=O, predict the reaction product. The product is: [CH3:13][CH:6]1[CH2:5][C:4]2[C:9](=[CH:10][CH:11]=[CH:2][CH:3]=2)[C:8](=[O:12])[CH2:7]1. (3) Given the reactants O[CH2:2][C:3]1[O:7][C:6]([CH2:8][N:9]([CH2:22][C:23]([F:26])([F:25])[F:24])[C:10]2[CH:17]=[CH:16][C:13]([C:14]#[N:15])=[C:12]([C:18]([F:21])([F:20])[F:19])[CH:11]=2)=[CH:5][CH:4]=1.C1(P(C2C=CC=CC=2)C2C=CC=CC=2)C=CC=CC=1.C(Cl)(Cl)(Cl)[Cl:47], predict the reaction product. The product is: [Cl:47][CH2:2][C:3]1[O:7][C:6]([CH2:8][N:9]([CH2:22][C:23]([F:26])([F:25])[F:24])[C:10]2[CH:17]=[CH:16][C:13]([C:14]#[N:15])=[C:12]([C:18]([F:21])([F:20])[F:19])[CH:11]=2)=[CH:5][CH:4]=1. (4) Given the reactants [CH3:1][O:2][C:3]1[C:8]2[N:9]=[C:10]([NH2:12])[S:11][C:7]=2[C:6]([CH:13]2[CH2:18][CH2:17][O:16][CH2:15][CH2:14]2)=[CH:5][CH:4]=1.N1C=CC=CC=1.Cl[C:26](OC1C=CC=CC=1)=[O:27].[NH:35]1[CH2:40][CH2:39][O:38][CH2:37][CH2:36]1.C(=O)([O-])[O-].[Na+].[Na+], predict the reaction product. The product is: [CH3:1][O:2][C:3]1[C:8]2[N:9]=[C:10]([NH:12][C:26]([N:35]3[CH2:40][CH2:39][O:38][CH2:37][CH2:36]3)=[O:27])[S:11][C:7]=2[C:6]([CH:13]2[CH2:18][CH2:17][O:16][CH2:15][CH2:14]2)=[CH:5][CH:4]=1.